From a dataset of NCI-60 drug combinations with 297,098 pairs across 59 cell lines. Regression. Given two drug SMILES strings and cell line genomic features, predict the synergy score measuring deviation from expected non-interaction effect. (1) Drug 1: C1=CC(=CC=C1C#N)C(C2=CC=C(C=C2)C#N)N3C=NC=N3. Drug 2: C(CCl)NC(=O)N(CCCl)N=O. Cell line: OVCAR-4. Synergy scores: CSS=-5.04, Synergy_ZIP=2.27, Synergy_Bliss=1.46, Synergy_Loewe=-1.34, Synergy_HSA=-2.91. (2) Drug 1: C1CC(=O)NC(=O)C1N2CC3=C(C2=O)C=CC=C3N. Drug 2: C1CN(P(=O)(OC1)NCCCl)CCCl. Cell line: OVCAR-8. Synergy scores: CSS=1.34, Synergy_ZIP=-1.03, Synergy_Bliss=-0.0846, Synergy_Loewe=1.18, Synergy_HSA=-0.120.